The task is: Predict which catalyst facilitates the given reaction.. This data is from Catalyst prediction with 721,799 reactions and 888 catalyst types from USPTO. (1) Reactant: [N:1]1([CH:6]([CH3:10])[C:7]([OH:9])=O)[CH2:5][CH2:4][CH2:3][CH2:2]1.CN(C(ON1N=NC2C=CC=NC1=2)=[N+](C)C)C.F[P-](F)(F)(F)(F)F.[CH2:35]([O:37][C:38](=[O:46])[C:39]1[CH:44]=[CH:43][C:42]([NH2:45])=[CH:41][CH:40]=1)[CH3:36].CN1CCOCC1. Product: [N:1]1([CH:6]([CH3:10])[C:7]([NH:45][C:42]2[CH:41]=[CH:40][C:39]([C:38]([O:37][CH2:35][CH3:36])=[O:46])=[CH:44][CH:43]=2)=[O:9])[CH2:2][CH2:3][CH2:4][CH2:5]1. The catalyst class is: 39. (2) Reactant: C(OC([N:8]1[CH2:13][CH2:12][O:11][C@H:10]([CH2:14][C:15]2[CH:16]=[N:17][C:18]([O:21][CH3:22])=[CH:19][CH:20]=2)[CH2:9]1)=O)(C)(C)C.C(O)(C(F)(F)F)=O. Product: [CH3:22][O:21][C:18]1[N:17]=[CH:16][C:15]([CH2:14][C@H:10]2[O:11][CH2:12][CH2:13][NH:8][CH2:9]2)=[CH:20][CH:19]=1. The catalyst class is: 4. (3) Reactant: [NH2:1][CH2:2][C@@H:3]1[N:8]([CH2:9][C:10]2[CH:15]=[CH:14][C:13]([C:16]3[CH:21]=[CH:20][CH:19]=[CH:18][CH:17]=3)=[CH:12][CH:11]=2)[C:7](=[O:22])[C@H:6]([CH2:23][C:24]2[CH:33]=[CH:32][C:31]3[C:26](=[CH:27][CH:28]=[CH:29][CH:30]=3)[CH:25]=2)[NH:5][C:4]1=[O:34].C([O-])(=O)C.[Na+].[C:40]([O:44][C:45]([N:47]1[CH2:52][CH2:51][CH:50]([CH:53]=O)[CH2:49][CH2:48]1)=[O:46])([CH3:43])([CH3:42])[CH3:41].C([BH3-])#N.[Na+]. Product: [C:40]([O:44][C:45]([N:47]1[CH2:52][CH2:51][CH:50]([CH2:53][NH:1][CH2:2][C@H:3]2[C:4](=[O:34])[NH:5][C@@H:6]([CH2:23][C:24]3[CH:33]=[CH:32][C:31]4[C:26](=[CH:27][CH:28]=[CH:29][CH:30]=4)[CH:25]=3)[C:7](=[O:22])[N:8]2[CH2:9][C:10]2[CH:11]=[CH:12][C:13]([C:16]3[CH:17]=[CH:18][CH:19]=[CH:20][CH:21]=3)=[CH:14][CH:15]=2)[CH2:49][CH2:48]1)=[O:46])([CH3:43])([CH3:41])[CH3:42]. The catalyst class is: 83. (4) Reactant: [F:1][C:2]1[CH:3]=[CH:4][C:5]2[S:9][C:8]([CH3:10])=[N:7][C:6]=2[CH:11]=1.[I:12][CH3:13]. Product: [I-:12].[F:1][C:2]1[CH:3]=[CH:4][C:5]2[S:9][C:8]([CH3:10])=[N+:7]([CH3:13])[C:6]=2[CH:11]=1. The catalyst class is: 8. (5) Reactant: [OH-].[Na+:2].[C:3]([C:5]1[CH:6]=[C:7]([C:15]2[O:19][N:18]=[C:17]([C:20]3[C:21]([CH3:37])=[C:22]4[C:27](=[CH:28][CH:29]=3)[CH2:26][N:25]([CH2:30][CH2:31][C:32]([O:34]CC)=[O:33])[CH2:24][CH2:23]4)[N:16]=2)[CH:8]=[CH:9][C:10]=1[O:11][CH:12]([CH3:14])[CH3:13])#[N:4]. Product: [Na+:2].[C:3]([C:5]1[CH:6]=[C:7]([C:15]2[O:19][N:18]=[C:17]([C:20]3[C:21]([CH3:37])=[C:22]4[C:27](=[CH:28][CH:29]=3)[CH2:26][N:25]([CH2:30][CH2:31][C:32]([O-:34])=[O:33])[CH2:24][CH2:23]4)[N:16]=2)[CH:8]=[CH:9][C:10]=1[O:11][CH:12]([CH3:14])[CH3:13])#[N:4]. The catalyst class is: 8. (6) Reactant: [CH:1]1([C:7]2[CH:31]=[CH:30][C:10]([C:11]([N:13]3[C:19]4[CH:20]=[CH:21][CH:22]=[CH:23][C:18]=4[CH2:17][N:16]4[C:24]([C:27](Cl)=[O:28])=[CH:25][CH:26]=[C:15]4[CH2:14]3)=[O:12])=[CH:9][CH:8]=2)[CH2:6][CH2:5][CH2:4][CH2:3][CH2:2]1.C(N(CC)C(C)C)(C)C.[N:41]1[CH:46]=[CH:45][CH:44]=[CH:43][C:42]=1[N:47]1[CH2:52][CH2:51][NH:50][CH2:49][CH2:48]1. Product: [CH:1]1([C:7]2[CH:31]=[CH:30][C:10]([C:11]([N:13]3[C:19]4[CH:20]=[CH:21][CH:22]=[CH:23][C:18]=4[CH2:17][N:16]4[C:24]([C:27]([N:50]5[CH2:51][CH2:52][N:47]([C:42]6[CH:43]=[CH:44][CH:45]=[CH:46][N:41]=6)[CH2:48][CH2:49]5)=[O:28])=[CH:25][CH:26]=[C:15]4[CH2:14]3)=[O:12])=[CH:9][CH:8]=2)[CH2:6][CH2:5][CH2:4][CH2:3][CH2:2]1. The catalyst class is: 119. (7) Reactant: [C:1]([C:5]1[CH:9]=[C:8]([NH:10][C:11]([NH:13][C:14]2[C:23]3[C:18](=[CH:19][CH:20]=[CH:21][CH:22]=3)[C:17]([O:24][CH2:25][C:26]3[CH:31]=[CH:30][N:29]=[C:28]([NH:32][C:33]4[CH:38]=[N:37][CH:36]=[C:35]([CH2:39][CH3:40])[N:34]=4)[CH:27]=3)=[CH:16][CH:15]=2)=[O:12])[N:7]([C:41]2[CH:46]=[CH:45][C:44]([CH3:47])=[CH:43][CH:42]=2)[N:6]=1)([CH3:4])([CH3:3])[CH3:2].[C:48]([OH:55])(=[O:54])/[CH:49]=[CH:50]\[C:51]([OH:53])=[O:52]. Product: [C:48]([OH:55])(=[O:54])/[CH:49]=[CH:50]\[C:51]([OH:53])=[O:52].[C:1]([C:5]1[CH:9]=[C:8]([NH:10][C:11]([NH:13][C:14]2[C:23]3[C:18](=[CH:19][CH:20]=[CH:21][CH:22]=3)[C:17]([O:24][CH2:25][C:26]3[CH:31]=[CH:30][N:29]=[C:28]([NH:32][C:33]4[CH:38]=[N:37][CH:36]=[C:35]([CH2:39][CH3:40])[N:34]=4)[CH:27]=3)=[CH:16][CH:15]=2)=[O:12])[N:7]([C:41]2[CH:42]=[CH:43][C:44]([CH3:47])=[CH:45][CH:46]=2)[N:6]=1)([CH3:4])([CH3:2])[CH3:3]. The catalyst class is: 131. (8) Reactant: Br[C:2]1[CH:3]=[CH:4][C:5]2[O:6][C:7]([CH3:13])([CH3:12])[CH2:8][NH:9][C:10]=2[N:11]=1.[F:14][C@H:15]1[CH2:19][CH2:18][N:17]([C:20]2[CH:21]=[C:22](B(O)O)[CH:23]=[CH:24][CH:25]=2)[CH2:16]1.C(=O)([O-])[O-].[Cs+].[Cs+]. Product: [F:14][C@H:15]1[CH2:19][CH2:18][N:17]([C:20]2[CH:21]=[C:22]([C:2]3[CH:3]=[CH:4][C:5]4[O:6][C:7]([CH3:13])([CH3:12])[CH2:8][NH:9][C:10]=4[N:11]=3)[CH:23]=[CH:24][CH:25]=2)[CH2:16]1. The catalyst class is: 438.